From a dataset of Peptide-MHC class I binding affinity with 185,985 pairs from IEDB/IMGT. Regression. Given a peptide amino acid sequence and an MHC pseudo amino acid sequence, predict their binding affinity value. This is MHC class I binding data. (1) The peptide sequence is FTWQHNYYL. The MHC is HLA-A11:01 with pseudo-sequence HLA-A11:01. The binding affinity (normalized) is 0.213. (2) The binding affinity (normalized) is 0.820. The MHC is HLA-B40:01 with pseudo-sequence HLA-B40:01. The peptide sequence is AELRLVHEL. (3) The peptide sequence is VPVLEKKVCA. The MHC is HLA-B07:02 with pseudo-sequence HLA-B07:02. The binding affinity (normalized) is 0.260. (4) The peptide sequence is RMYGISPWT. The MHC is HLA-A11:01 with pseudo-sequence HLA-A11:01. The binding affinity (normalized) is 0.0847. (5) The MHC is HLA-A03:01 with pseudo-sequence HLA-A03:01. The binding affinity (normalized) is 0.0847. The peptide sequence is RPPEVDGNR. (6) The peptide sequence is MTMNIVNFF. The MHC is HLA-A32:01 with pseudo-sequence HLA-A32:01. The binding affinity (normalized) is 0.939.